Dataset: hERG potassium channel inhibition data for cardiac toxicity prediction from Karim et al.. Task: Regression/Classification. Given a drug SMILES string, predict its toxicity properties. Task type varies by dataset: regression for continuous values (e.g., LD50, hERG inhibition percentage) or binary classification for toxic/non-toxic outcomes (e.g., AMES mutagenicity, cardiotoxicity, hepatotoxicity). Dataset: herg_karim. The compound is Cc1ccc2c(N3CCN(CCc4cccc5c4OCc4nc(C)c(C)n4-5)CC3)cccc2n1. The result is 1 (blocker).